From a dataset of Peptide-MHC class I binding affinity with 185,985 pairs from IEDB/IMGT. Regression. Given a peptide amino acid sequence and an MHC pseudo amino acid sequence, predict their binding affinity value. This is MHC class I binding data. (1) The peptide sequence is YFHKRDMRL. The MHC is HLA-B40:01 with pseudo-sequence HLA-B40:01. The binding affinity (normalized) is 0.0847. (2) The peptide sequence is WMFRIRIIL. The MHC is HLA-A26:01 with pseudo-sequence HLA-A26:01. The binding affinity (normalized) is 0.0847. (3) The peptide sequence is EKLKSLFNTI. The MHC is HLA-B39:01 with pseudo-sequence HLA-B39:01. The binding affinity (normalized) is 0.403. (4) The peptide sequence is RMGVKSQLL. The MHC is HLA-A01:01 with pseudo-sequence HLA-A01:01. The binding affinity (normalized) is 0.0847. (5) The peptide sequence is ILMARYMSK. The MHC is HLA-A25:01 with pseudo-sequence HLA-A25:01. The binding affinity (normalized) is 0.0847. (6) The peptide sequence is TTDFTRLRY. The MHC is HLA-A32:01 with pseudo-sequence HLA-A32:01. The binding affinity (normalized) is 0.135. (7) The peptide sequence is RISGVDRYY. The MHC is Mamu-A07 with pseudo-sequence Mamu-A07. The binding affinity (normalized) is 0.